From a dataset of Full USPTO retrosynthesis dataset with 1.9M reactions from patents (1976-2016). Predict the reactants needed to synthesize the given product. (1) Given the product [O-:4][S:2]([C:5]([F:8])([F:7])[F:6])(=[O:3])=[O:1].[Cl:9][C:10]1[CH:11]=[C:12]2[C:17](=[CH:18][CH:19]=1)[N+:16]([CH3:20])=[C:15](/[CH:21]=[CH:28]/[C:27]1[CH:26]=[C:25]([CH3:30])[N:24]([C:31]3[CH:36]=[CH:35][CH:34]=[CH:33][CH:32]=3)[C:23]=1[CH3:22])[CH:14]=[CH:13]2, predict the reactants needed to synthesize it. The reactants are: [O-:1][S:2]([C:5]([F:8])([F:7])[F:6])(=[O:4])=[O:3].[Cl:9][C:10]1[CH:11]=[C:12]2[C:17](=[CH:18][CH:19]=1)[N+:16]([CH3:20])=[C:15]([CH3:21])[CH:14]=[CH:13]2.[CH3:22][C:23]1[N:24]([C:31]2[CH:36]=[CH:35][CH:34]=[CH:33][CH:32]=2)[C:25]([CH3:30])=[CH:26][C:27]=1[CH:28]=O. (2) Given the product [C:37]([N:40]1[CH2:45][CH2:44][N:43]([CH2:6][C:7]2[N:12]=[CH:11][C:10]3[N:13]=[CH:14][N:15]([C:16]4[S:17][C:18]([C:34]([NH2:35])=[O:36])=[C:19]([O:21][C@@H:22]([C:24]5[CH:29]=[CH:28][CH:27]=[CH:26][C:25]=5[C:30]([F:32])([F:33])[F:31])[CH3:23])[CH:20]=4)[C:9]=3[CH:8]=2)[CH2:42][CH2:41]1)(=[O:39])[CH3:38], predict the reactants needed to synthesize it. The reactants are: CS(O[CH2:6][C:7]1[N:12]=[CH:11][C:10]2[N:13]=[CH:14][N:15]([C:16]3[S:17][C:18]([C:34](=[O:36])[NH2:35])=[C:19]([O:21][C@@H:22]([C:24]4[CH:29]=[CH:28][CH:27]=[CH:26][C:25]=4[C:30]([F:33])([F:32])[F:31])[CH3:23])[CH:20]=3)[C:9]=2[CH:8]=1)(=O)=O.[C:37]([N:40]1[CH2:45][CH2:44][NH:43][CH2:42][CH2:41]1)(=[O:39])[CH3:38]. (3) Given the product [Cl:30][C:26]1[CH:27]=[C:28]2[C:23](=[CH:24][CH:25]=1)[NH:22][C:21]([C:19]([NH:18][CH:10]1[CH2:11][C:12]3[C:17](=[CH:16][CH:15]=[CH:14][CH:13]=3)[CH:9]1[NH:8][CH2:31][C:32]#[N:33])=[O:20])=[CH:29]2, predict the reactants needed to synthesize it. The reactants are: FC(F)(F)C(O)=O.[NH2:8][CH:9]1[C:17]2[C:12](=[CH:13][CH:14]=[CH:15][CH:16]=2)[CH2:11][CH:10]1[NH:18][C:19]([C:21]1[NH:22][C:23]2[C:28]([CH:29]=1)=[CH:27][C:26]([Cl:30])=[CH:25][CH:24]=2)=[O:20].[CH3:31][CH2:32][N:33](C(C)C)C(C)C.BrCC#N.CCOC(C)=O. (4) Given the product [Cl:14][C:15]1[CH:16]=[CH:17][C:18]([F:43])=[C:19]([CH:20]=1)[C:21]([CH:23]1[CH2:28][CH2:27][N:26]([C:29]2[N:30]=[C:31]3[CH2:42][CH2:41][N:40]([C:3]([N:2]([CH3:6])[CH3:1])=[O:4])[CH2:39][C:32]3=[N:33][C:34]=2[NH:35][CH:36]([CH3:38])[CH3:37])[CH2:25][CH2:24]1)=[O:22].[C:8]([OH:9])([C:10]([F:13])([F:12])[F:11])=[O:7], predict the reactants needed to synthesize it. The reactants are: [CH3:1][N:2]([CH3:6])[C:3](Cl)=[O:4].[OH:7][C:8]([C:10]([F:13])([F:12])[F:11])=[O:9].[Cl:14][C:15]1[CH:16]=[CH:17][C:18]([F:43])=[C:19]([C:21]([CH:23]2[CH2:28][CH2:27][N:26]([C:29]3[N:30]=[C:31]4[CH2:42][CH2:41][NH:40][CH2:39][C:32]4=[N:33][C:34]=3[NH:35][CH:36]([CH3:38])[CH3:37])[CH2:25][CH2:24]2)=[O:22])[CH:20]=1.C(N(CC)CC)C. (5) Given the product [CH3:1][N:2]([CH2:4][C:5]1[C:17]2[O:16][N:15]=[C:14]([CH2:18][CH2:19][CH:20]3[CH2:25][CH2:24][N:23]([CH2:26][C:28]4[S:32][C:31]([C:33]#[N:34])=[CH:30][CH:29]=4)[CH2:22][CH2:21]3)[C:13]=2[CH:12]=[C:11]2[C:6]=1[CH:7]=[CH:8][CH:9]=[CH:10]2)[CH3:3], predict the reactants needed to synthesize it. The reactants are: [CH3:1][N:2]([CH2:4][C:5]1[C:17]2[O:16][N:15]=[C:14]([CH2:18][CH2:19][CH:20]3[CH2:25][CH2:24][NH:23][CH2:22][CH2:21]3)[C:13]=2[CH:12]=[C:11]2[C:6]=1[CH:7]=[CH:8][CH:9]=[CH:10]2)[CH3:3].[CH:26]([C:28]1[S:32][C:31]([C:33]#[N:34])=[CH:30][CH:29]=1)=O. (6) Given the product [F:9][C:10]([F:21])([F:20])[C:11]1[CH:16]=[CH:15][C:14]([C:6]2[N:5]=[CH:4][N:3]=[C:2]([C:30]#[N:32])[CH:7]=2)=[CH:13][CH:12]=1, predict the reactants needed to synthesize it. The reactants are: Cl[C:2]1[CH:7]=[C:6](Cl)[N:5]=[CH:4][N:3]=1.[F:9][C:10]([F:21])([F:20])[C:11]1[CH:16]=[CH:15][C:14](B(O)O)=[CH:13][CH:12]=1.[O-]P([O-])([O-])=O.[K+].[K+].[K+].[CH2:30]([N:32](CC)CC)C.